From a dataset of Full USPTO retrosynthesis dataset with 1.9M reactions from patents (1976-2016). Predict the reactants needed to synthesize the given product. (1) Given the product [CH3:1][N:2]([CH3:19])[CH2:3][CH2:4][O:5][C:6]1[CH:7]=[C:8]([CH:9]=[C:10]([C:12]([F:13])([F:14])[F:15])[CH:11]=1)[NH2:16], predict the reactants needed to synthesize it. The reactants are: [CH3:1][N:2]([CH3:19])[CH2:3][CH2:4][O:5][C:6]1[CH:11]=[C:10]([C:12]([F:15])([F:14])[F:13])[CH:9]=[C:8]([N+:16]([O-])=O)[CH:7]=1. (2) Given the product [CH:2]([C:3]1[CH:8]=[CH:7][C:6]([NH:9][C:10](=[O:12])[CH3:11])=[CH:5][C:4]=1[CH3:13])=[O:1], predict the reactants needed to synthesize it. The reactants are: [OH:1][CH2:2][C:3]1[CH:8]=[CH:7][C:6]([NH:9][C:10](=[O:12])[CH3:11])=[CH:5][C:4]=1[CH3:13]. (3) Given the product [Br:1][C:2]1[CH:3]=[C:4]2[C:9](=[CH:10][CH:11]=1)[N:8]([CH2:23][C:22]1[CH:25]=[CH:26][C:19]([O:18][CH3:17])=[CH:20][CH:21]=1)[C:7](=[O:12])[CH2:6][C:5]2([CH3:14])[CH3:13], predict the reactants needed to synthesize it. The reactants are: [Br:1][C:2]1[CH:3]=[C:4]2[C:9](=[CH:10][CH:11]=1)[NH:8][C:7](=[O:12])[CH2:6][C:5]2([CH3:14])[CH3:13].[H-].[Na+].[CH3:17][O:18][C:19]1[CH:26]=[CH:25][C:22]([CH2:23]Cl)=[CH:21][CH:20]=1. (4) The reactants are: [NH2:1][C:2]1[CH:6]=[C:5]([C:7]([O:9][CH3:10])=[O:8])[NH:4][N:3]=1.[C:11]([O:17][CH3:18])(=[O:16])[CH2:12][C:13]([CH3:15])=O.[CH3:19]O. Given the product [CH3:10][O:9][C:7]([C:5]1[CH:6]=[C:2]2[N:1]=[C:12]([C:11]([O:17][CH3:18])=[O:16])[CH:13]=[C:15]([CH3:19])[N:3]2[N:4]=1)=[O:8], predict the reactants needed to synthesize it. (5) Given the product [CH:1]1([NH:5][N:6]2[C:15]3[C:10](=[CH:11][CH:12]=[CH:13][CH:14]=3)[C:9]([OH:16])=[C:8]([C:17]3[NH:22][C:21]4[CH:23]=[CH:24][C:25]([O:27][CH2:38][C:39]([NH2:41])=[O:40])=[CH:26][C:20]=4[S:19](=[O:28])(=[O:29])[N:18]=3)[C:7]2=[O:30])[CH2:2][CH2:3][CH2:4]1, predict the reactants needed to synthesize it. The reactants are: [CH:1]1([NH:5][N:6]2[C:15]3[C:10](=[CH:11][CH:12]=[CH:13][CH:14]=3)[C:9]([OH:16])=[C:8]([C:17]3[NH:22][C:21]4[CH:23]=[CH:24][C:25]([OH:27])=[CH:26][C:20]=4[S:19](=[O:29])(=[O:28])[N:18]=3)[C:7]2=[O:30])[CH2:4][CH2:3][CH2:2]1.C(=O)([O-])[O-].[Cs+].[Cs+].Br[CH2:38][C:39]([NH2:41])=[O:40]. (6) Given the product [C:16]([NH:1][C@H:2]([CH2:5][CH3:6])[CH2:3][OH:4])([C:17]1[CH:22]=[CH:21][CH:20]=[CH:19][CH:18]=1)([C:29]1[CH:30]=[CH:31][CH:32]=[CH:33][CH:34]=1)[C:23]1[CH:24]=[CH:25][CH:26]=[CH:27][CH:28]=1, predict the reactants needed to synthesize it. The reactants are: [NH2:1][C@H:2]([CH2:5][CH3:6])[CH2:3][OH:4].CCN(C(C)C)C(C)C.[C:16](Cl)([C:29]1[CH:34]=[CH:33][CH:32]=[CH:31][CH:30]=1)([C:23]1[CH:28]=[CH:27][CH:26]=[CH:25][CH:24]=1)[C:17]1[CH:22]=[CH:21][CH:20]=[CH:19][CH:18]=1.CCCCCC.